From a dataset of Forward reaction prediction with 1.9M reactions from USPTO patents (1976-2016). Predict the product of the given reaction. (1) Given the reactants [CH3:1][N:2]1[CH2:7][CH2:6][N:5]([CH3:8])[CH2:4][CH:3]1[CH2:9][O:10][C:11]1[CH:16]=[CH:15][C:14]([CH3:17])=[CH:13][C:12]=1[N+:18]([O-])=O.[Cl-].[NH4+], predict the reaction product. The product is: [CH3:1][N:2]1[CH2:7][CH2:6][N:5]([CH3:8])[CH2:4][CH:3]1[CH2:9][O:10][C:11]1[CH:16]=[CH:15][C:14]([CH3:17])=[CH:13][C:12]=1[NH2:18]. (2) Given the reactants [OH-].[K+].COCCC[O:8][C:9](=[O:25])[C:10]1[CH:15]=[CH:14][C:13]([CH:16]([F:18])[F:17])=[C:12]([O:19][CH2:20][CH2:21][CH2:22][O:23][CH3:24])[CH:11]=1, predict the reaction product. The product is: [F:17][CH:16]([F:18])[C:13]1[CH:14]=[CH:15][C:10]([C:9]([OH:25])=[O:8])=[CH:11][C:12]=1[O:19][CH2:20][CH2:21][CH2:22][O:23][CH3:24]. (3) Given the reactants [C:1]([C:3]1[CH:24]=[CH:23][C:6]([C:7]([N:9]([CH2:21][CH3:22])[C:10]2[C:11]([O:19][CH3:20])=[C:12]([CH:16]=[CH:17][CH:18]=2)[C:13]([O-:15])=[O:14])=[O:8])=[CH:5][CH:4]=1)#[N:2].[OH-].[Na+], predict the reaction product. The product is: [C:1]([C:3]1[CH:4]=[CH:5][C:6]([C:7]([N:9]([CH2:21][CH3:22])[C:10]2[C:11]([O:19][CH3:20])=[C:12]([CH:16]=[CH:17][CH:18]=2)[C:13]([OH:15])=[O:14])=[O:8])=[CH:23][CH:24]=1)#[N:2]. (4) Given the reactants [CH3:1][O:2][CH2:3][C:4](=[C:12]1[CH2:16][CH2:15][N:14]([C:17]([O:19][CH2:20][C:21]2[CH:26]=[CH:25][CH:24]=[CH:23][CH:22]=2)=[O:18])[C:13]1=O)[NH:5][C:6]1[CH:11]=[CH:10][CH:9]=[CH:8][CH:7]=1.N1C(=O)NC(=O)NC1=O.COC(OC)(C)C.[H][H].COCC(C1CCN(C(OCC2C=CC=CC=2)=O)C1=O)NC1C=CC=CC=1, predict the reaction product. The product is: [CH3:1][O:2][CH2:3][C@H:4]1[C@H:12]2[CH2:16][CH2:15][N:14]([C:17]([O:19][CH2:20][C:21]3[CH:26]=[CH:25][CH:24]=[CH:23][CH:22]=3)=[O:18])[C@H:13]2[C:7]2[CH:8]=[CH:9][CH:10]=[CH:11][C:6]=2[NH:5]1. (5) Given the reactants [CH2:1]([O:6][C:7]([NH:9][C@H:10]([C:15]([O:17]C)=[O:16])[CH2:11][CH2:12][CH2:13][CH3:14])=[O:8])[CH2:2][CH2:3][CH:4]=[CH2:5].[OH-].[Na+].Cl, predict the reaction product. The product is: [CH2:1]([O:6][C:7]([NH:9][C@H:10]([C:15]([OH:17])=[O:16])[CH2:11][CH2:12][CH2:13][CH3:14])=[O:8])[CH2:2][CH2:3][CH:4]=[CH2:5]. (6) Given the reactants CC[O:3][C:4]([C:6]1[CH:11]=[CH:10][C:9]([NH2:12])=[CH:8][CH:7]=1)=[O:5].CCOC(C1C=CC(N(CC(O)C)CC(O)C)=CC=1)=O.CCCCC(COC(C1C=CC(N(C)C)=CC=1)=O)CC.C1C(C(OCC(O)CO)=O)=CC=C(N)C=1.CCOC(C1C=CC(N(CCO)CCO)=CC=1)=O, predict the reaction product. The product is: [CH:7]1[C:6]([C:4]([OH:5])=[O:3])=[CH:11][CH:10]=[C:9]([NH2:12])[CH:8]=1. (7) Given the reactants C(OC([N:8]1[CH2:13][CH2:12][CH:11]([C:14](=[O:26])[NH:15][S:16]([CH2:19][C:20]2[CH:25]=[CH:24][CH:23]=[CH:22][CH:21]=2)(=[O:18])=[O:17])[CH2:10][CH2:9]1)=O)(C)(C)C, predict the reaction product. The product is: [CH2:19]([S:16]([NH:15][C:14]([CH:11]1[CH2:12][CH2:13][NH:8][CH2:9][CH2:10]1)=[O:26])(=[O:17])=[O:18])[C:20]1[CH:21]=[CH:22][CH:23]=[CH:24][CH:25]=1. (8) Given the reactants [CH3:1][CH:2]([CH3:33])[C@H:3]([N:7]([CH2:15][C:16]1[CH:21]=[CH:20][C:19]([C:22]2[CH:27]=[CH:26][CH:25]=[CH:24][C:23]=2[C:28]2[NH:32][N:31]=[N:30][N:29]=2)=[CH:18][CH:17]=1)[C:8]([C:10]1S[CH:12]=[CH:13][CH:14]=1)=[O:9])[C:4]([OH:6])=[O:5], predict the reaction product. The product is: [CH3:33][CH:2]([CH3:1])[C@H:3]([N:7]([C:8](=[O:9])[CH2:10][CH2:14][CH2:13][CH3:12])[CH2:15][C:16]1[CH:21]=[CH:20][C:19]([C:22]2[CH:27]=[CH:26][CH:25]=[CH:24][C:23]=2[C:28]2[NH:32][N:31]=[N:30][N:29]=2)=[CH:18][CH:17]=1)[C:4]([OH:6])=[O:5]. (9) Given the reactants [CH3:1][O:2][C:3]1[CH:8]=[CH:7][C:6]([C:9]2[S:13][C:12]([C:14]([OH:16])=O)=[C:11]([NH:17][C:18]([NH:20][C:21]3[C:26]([CH3:27])=[CH:25][C:24]([CH3:28])=[CH:23][C:22]=3[CH3:29])=[O:19])[CH:10]=2)=[CH:5][CH:4]=1.CN(C(ON1N=NC2C=CC=NC1=2)=[N+](C)C)C.F[P-](F)(F)(F)(F)F.CCN(C(C)C)C(C)C.Cl.[NH2:64][C@H:65]([C:69]([O:71][CH3:72])=[O:70])[CH:66]([CH3:68])[CH3:67], predict the reaction product. The product is: [CH3:1][O:2][C:3]1[CH:4]=[CH:5][C:6]([C:9]2[S:13][C:12]([C:14]([NH:64][C@H:65]([C:69]([O:71][CH3:72])=[O:70])[CH:66]([CH3:68])[CH3:67])=[O:16])=[C:11]([NH:17][C:18]([NH:20][C:21]3[C:26]([CH3:27])=[CH:25][C:24]([CH3:28])=[CH:23][C:22]=3[CH3:29])=[O:19])[CH:10]=2)=[CH:7][CH:8]=1. (10) Given the reactants [CH2:1]([OH:3])[CH3:2].[Br:4][C:5]1[N:9]2[CH:10]=[C:11]([C:16]#N)[N:12]=[C:13]([S:14][CH3:15])[C:8]2=[N:7][CH:6]=1.C[Si](Cl)(C)C.[OH2:23], predict the reaction product. The product is: [Br:4][C:5]1[N:9]2[CH:10]=[C:11]([C:16]([O:3][CH2:1][CH3:2])=[O:23])[N:12]=[C:13]([S:14][CH3:15])[C:8]2=[N:7][CH:6]=1.